From a dataset of Reaction yield outcomes from USPTO patents with 853,638 reactions. Predict the reaction yield, written as a fraction of the theoretical maximum amount of product (1.0 means a 100% yield; for example, 0.34 means a 34% yield). (1) The reactants are [Cl:1][C:2]1[CH:3]=[CH:4][C:5]([C:12]#[CH:13])=[C:6]([CH:11]=1)[C:7]([O:9][CH3:10])=[O:8]. The catalyst is C(OCC)(=O)C.[Pd]. The product is [Cl:1][C:2]1[CH:3]=[CH:4][C:5]([CH2:12][CH3:13])=[C:6]([CH:11]=1)[C:7]([O:9][CH3:10])=[O:8]. The yield is 0.939. (2) The reactants are [CH3:1][C:2]1[C:6]2[CH:7]=[C:8]3[C:13]4([C:21]5[C:16](=[CH:17][CH:18]=[CH:19][CH:20]=5)[NH:15][C:14]4=[O:22])[CH2:12][O:11][C:9]3=[CH:10][C:5]=2[O:4][N:3]=1.[H-].[Na+].Br[CH2:26][C:27]1[CH:32]=[CH:31][C:30]([C:33]2[O:37][N:36]=[CH:35][CH:34]=2)=[CH:29][CH:28]=1.O. The catalyst is CN(C)C=O. The product is [CH3:1][C:2]1[C:6]2[CH:7]=[C:8]3[C:13]4([C:21]5[C:16](=[CH:17][CH:18]=[CH:19][CH:20]=5)[N:15]([CH2:26][C:27]5[CH:28]=[CH:29][C:30]([C:33](=[O:37])[CH2:34][C:35]#[N:36])=[CH:31][CH:32]=5)[C:14]4=[O:22])[CH2:12][O:11][C:9]3=[CH:10][C:5]=2[O:4][N:3]=1. The yield is 0.610. (3) The yield is 0.500. The catalyst is CN(C=O)C.C1C=CC([P]([Pd]([P](C2C=CC=CC=2)(C2C=CC=CC=2)C2C=CC=CC=2)([P](C2C=CC=CC=2)(C2C=CC=CC=2)C2C=CC=CC=2)[P](C2C=CC=CC=2)(C2C=CC=CC=2)C2C=CC=CC=2)(C2C=CC=CC=2)C2C=CC=CC=2)=CC=1. The reactants are Br[C:2]1[CH:7]=[CH:6][C:5]([S:8]([NH:11][CH3:12])(=[O:10])=[O:9])=[CH:4][CH:3]=1.[NH2:13][C:14]1[CH:15]=[C:16](B(O)O)[CH:17]=[CH:18][CH:19]=1.C(=O)([O-])[O-].[K+].[K+].O. The product is [NH2:13][C:14]1[CH:19]=[C:18]([C:2]2[CH:7]=[CH:6][C:5]([S:8]([NH:11][CH3:12])(=[O:10])=[O:9])=[CH:4][CH:3]=2)[CH:17]=[CH:16][CH:15]=1. (4) The reactants are [C:1]([O:10]C)(=O)[C:2]1[C:3](=[CH:5][CH:6]=[CH:7][CH:8]=1)[NH2:4].C([O-])([O-])OC.C([O-])(=O)C.[NH4+:21].[CH3:22]O. No catalyst specified. The product is [N:4]1[C:3]2[C:2](=[CH:8][CH:7]=[CH:6][CH:5]=2)[C:1](=[O:10])[NH:21][CH:22]=1. The yield is 0.980. (5) The product is [F:1][C:2]([F:7])([F:6])[C:3]([OH:5])=[O:4].[F:1][C:2]([F:7])([F:6])[C:3]([OH:5])=[O:4].[C:8]([C:11]1[CH:29]=[CH:28][C:14]([O:15][C:16]([C:18]2[S:22][C:21]([CH2:23][CH2:24][C:25]([N:9]([CH2:8][CH:11]=[CH2:12])[CH2:2][C:3]([OH:5])=[O:4])=[O:27])=[CH:20][CH:19]=2)=[O:17])=[C:13]([F:30])[CH:12]=1)(=[NH:10])[NH2:9]. The catalyst is S(Cl)(Cl)=O. The reactants are [F:1][C:2]([F:7])([F:6])[C:3]([OH:5])=[O:4].[C:8]([C:11]1[CH:29]=[CH:28][C:14]([O:15][C:16]([C:18]2[S:22][C:21]([CH2:23][CH2:24][C:25]([OH:27])=O)=[CH:20][CH:19]=2)=[O:17])=[C:13]([F:30])[CH:12]=1)(=[NH:10])[NH2:9]. The yield is 0.00100.